Task: Predict the reaction yield, written as a fraction of the theoretical maximum amount of product (1.0 means a 100% yield; for example, 0.34 means a 34% yield).. Dataset: Reaction yield outcomes from USPTO patents with 853,638 reactions (1) The yield is 0.920. The catalyst is CO.[Pd]. The reactants are [CH3:1][C:2]1[N:7]=[C:6]([NH:8][C:9]2[CH:14]=[CH:13][C:12]([CH2:15][CH2:16][OH:17])=[CH:11][CH:10]=2)[C:5]([N+:18]([O-])=O)=[CH:4][CH:3]=1. The product is [NH2:18][C:5]1[C:6]([NH:8][C:9]2[CH:14]=[CH:13][C:12]([CH2:15][CH2:16][OH:17])=[CH:11][CH:10]=2)=[N:7][C:2]([CH3:1])=[CH:3][CH:4]=1. (2) The reactants are [NH2:1][OH:2].O.[F:4][C:5]1[CH:10]=[C:9]([CH3:11])[CH:8]=[CH:7][C:6]=1[S:12](Cl)(=[O:14])=[O:13].C(OCC)C. The catalyst is O1CCCC1. The product is [F:4][C:5]1[CH:10]=[C:9]([CH3:11])[CH:8]=[CH:7][C:6]=1[S:12]([NH:1][OH:2])(=[O:14])=[O:13]. The yield is 0.580. (3) The reactants are [Cl:1][C:2]1[CH:7]=[CH:6][C:5]([S:8]([C:11]2[CH:16]=[CH:15][CH:14]=[CH:13][CH:12]=2)(=[O:10])=[O:9])=[CH:4][C:3]=1[S:17]([NH:20][CH:21]1[CH2:26][CH2:25][NH:24][CH2:23][CH2:22]1)(=[O:19])=[O:18].C(N(CC)CC)C.[F:34][C:35]([F:46])([F:45])[C:36](O[C:36](=[O:37])[C:35]([F:46])([F:45])[F:34])=[O:37]. The catalyst is ClCCl. The product is [Cl:1][C:2]1[CH:7]=[CH:6][C:5]([S:8]([C:11]2[CH:12]=[CH:13][CH:14]=[CH:15][CH:16]=2)(=[O:9])=[O:10])=[CH:4][C:3]=1[S:17]([NH:20][CH:21]1[CH2:26][CH2:25][N:24]([C:36](=[O:37])[C:35]([F:46])([F:45])[F:34])[CH2:23][CH2:22]1)(=[O:18])=[O:19]. The yield is 0.360.